This data is from Full USPTO retrosynthesis dataset with 1.9M reactions from patents (1976-2016). The task is: Predict the reactants needed to synthesize the given product. (1) Given the product [CH3:36][C:35]([CH3:38])([CH3:37])[C:34]([NH:33][C:31]1[CH:32]=[C:27]([C:25]2[N:24]=[C:21]3[N:20]([CH:26]=2)[N:19]=[C:18]([N:14]2[CH2:15][CH2:16][CH:12]([NH:11][CH3:10])[CH2:13]2)[CH:23]=[CH:22]3)[CH:28]=[CH:29][C:30]=1[CH3:40])=[O:39], predict the reactants needed to synthesize it. The reactants are: C(N(C(C)C)CC)(C)C.[CH3:10][NH:11][CH:12]1[CH2:16][CH2:15][NH:14][CH2:13]1.Cl[C:18]1[CH:23]=[CH:22][C:21]2=[N:24][C:25]([C:27]3[CH:28]=[CH:29][C:30]([CH3:40])=[C:31]([NH:33][C:34](=[O:39])[C:35]([CH3:38])([CH3:37])[CH3:36])[CH:32]=3)=[CH:26][N:20]2[N:19]=1. (2) Given the product [CH3:11][C:12]([OH:15])([C:5]#[C:4][C:2]([CH3:3])=[CH2:1])[CH:13]=[CH2:14], predict the reactants needed to synthesize it. The reactants are: [CH3:1][C:2]([C:4]#[CH:5])=[CH2:3].[Li]CCCC.[CH3:11][C:12](=[O:15])[CH:13]=[CH2:14]. (3) Given the product [CH3:1][N:2]1[CH2:3][CH2:4][CH:5]([CH2:8][CH2:9][CH2:10][NH:11][C:12]([NH2:14])=[NH:13])[CH2:6][CH2:7]1, predict the reactants needed to synthesize it. The reactants are: [CH3:1][N:2]1[CH2:7][CH2:6][CH:5]([CH2:8][CH2:9][CH2:10][N:11](C(OCC2C=CC=CC=2)=O)[C:12]([NH:14]C(OCC2C=CC=CC=2)=O)=[NH:13])[CH2:4][CH2:3]1.[H][H]. (4) Given the product [Br:1][CH:2]1[CH2:4][C:3]1([CH3:10])[CH2:5][CH2:6][CH2:7][CH2:8][CH3:9], predict the reactants needed to synthesize it. The reactants are: [Br:1][C:2]1(Br)[CH2:4][C:3]1([CH3:10])[CH2:5][CH2:6][CH2:7][CH2:8][CH3:9].C(O)(=O)C. (5) Given the product [F:23][C:12]1[CH:13]=[N:14][C:15]2[C:20]([C:11]=1[CH2:10][CH2:9][N:7]1[CH2:6][CH2:5][N:4]([C:24]([O:26][CH2:27][CH:28]3[C:29]4[CH:30]=[CH:31][CH:32]=[CH:33][C:34]=4[C:35]4[C:40]3=[CH:39][CH:38]=[CH:37][CH:36]=4)=[O:25])[CH:3]([CH2:2][NH:1][CH2:52][C:50]3[CH:49]=[CH:48][C:45]4[S:46][CH2:47][C:42](=[O:41])[NH:43][C:44]=4[N:51]=3)[CH2:8]1)=[N:19][C:18]([O:21][CH3:22])=[CH:17][CH:16]=2, predict the reactants needed to synthesize it. The reactants are: [NH2:1][CH2:2][CH:3]1[CH2:8][N:7]([CH2:9][CH2:10][C:11]2[C:20]3[C:15](=[CH:16][CH:17]=[C:18]([O:21][CH3:22])[N:19]=3)[N:14]=[CH:13][C:12]=2[F:23])[CH2:6][CH2:5][N:4]1[C:24]([O:26][CH2:27][CH:28]1[C:40]2[CH:39]=[CH:38][CH:37]=[CH:36][C:35]=2[C:34]2[C:29]1=[CH:30][CH:31]=[CH:32][CH:33]=2)=[O:25].[O:41]=[C:42]1[CH2:47][S:46][C:45]2[CH:48]=[CH:49][C:50]([CH:52]=O)=[N:51][C:44]=2[NH:43]1.[BH-](OC(C)=O)(OC(C)=O)OC(C)=O.[Na+].